The task is: Predict the reaction yield, written as a fraction of the theoretical maximum amount of product (1.0 means a 100% yield; for example, 0.34 means a 34% yield).. This data is from Reaction yield outcomes from USPTO patents with 853,638 reactions. (1) The reactants are [CH2:1]([O:5][C:6]1[CH:11]=[CH:10][C:9]([N+:12]([O-])=O)=[CH:8][C:7]=1[O:15][CH2:16][CH2:17][CH2:18][CH3:19])[CH2:2][CH2:3][CH3:4].[BH4-].[Na+]. The catalyst is CO.[Cl-].[Na+].O.C([O-])(=O)C.[Cu+2].C([O-])(=O)C. The product is [CH2:16]([O:15][C:7]1[CH:8]=[C:9]([CH:10]=[CH:11][C:6]=1[O:5][CH2:1][CH2:2][CH2:3][CH3:4])[NH2:12])[CH2:17][CH2:18][CH3:19]. The yield is 0.730. (2) The reactants are [F:1][C:2]1[CH:7]=[CH:6][C:5]([CH2:8]C(Cl)=O)=[CH:4][CH:3]=1.[CH3:12][C:13]1[O:17][C:16]([CH2:18][CH2:19][NH2:20])=[CH:15][CH:14]=1.CCN(CC)CC.C1C[O:31]CC1. No catalyst specified. The product is [F:1][C:2]1[CH:3]=[CH:4][C:5]([C:8]([NH:20][CH2:19][CH2:18][C:16]2[O:17][C:13]([CH3:12])=[CH:14][CH:15]=2)=[O:31])=[CH:6][CH:7]=1. The yield is 0.950.